From a dataset of Forward reaction prediction with 1.9M reactions from USPTO patents (1976-2016). Predict the product of the given reaction. Given the reactants [N+:1]([C:4]1[CH:13]=[C:12]2[C:7]([CH:8]=[CH:9][CH:10]=[N:11]2)=[CH:6][C:5]=1[CH:14]=O)([O-:3])=[O:2].[CH3:16][O:17][C:18]([CH:20]=P(C1C=CC=CC=1)(C1C=CC=CC=1)C1C=CC=CC=1)=[O:19], predict the reaction product. The product is: [CH3:16][O:17][C:18](=[O:19])/[CH:20]=[CH:14]/[C:5]1[CH:6]=[C:7]2[C:12](=[CH:13][C:4]=1[N+:1]([O-:3])=[O:2])[N:11]=[CH:10][CH:9]=[CH:8]2.